This data is from Forward reaction prediction with 1.9M reactions from USPTO patents (1976-2016). The task is: Predict the product of the given reaction. (1) Given the reactants [C@@H:1]1([NH2:7])[CH2:5][CH2:4][CH2:3][C@@H:2]1[NH2:6].C(N(CC)CC)C.ClC1C=C2C(=CC=1)N(C1C=CC=CC=1)C(S(Cl)(=O)=O)C2=S(=O)=O.[Cl:38][C:39]1[CH:40]=[C:41]2[C:45](=[CH:46][CH:47]=1)[N:44]([S:48]([C:51]1[CH:56]=[CH:55][CH:54]=[CH:53][CH:52]=1)(=[O:50])=[O:49])[C:43]([S:57](Cl)(=[O:59])=[O:58])=[CH:42]2, predict the reaction product. The product is: [Cl:38][C:39]1[CH:40]=[C:41]2[C:45](=[CH:46][CH:47]=1)[N:44]([S:48]([C:51]1[CH:56]=[CH:55][CH:54]=[CH:53][CH:52]=1)(=[O:49])=[O:50])[C:43]([S:57]([NH:6][C@@H:2]1[CH2:3][CH2:4][CH2:5][C@@H:1]1[NH2:7])(=[O:59])=[O:58])=[CH:42]2. (2) Given the reactants [CH2:1]([C:3]1([CH2:13][OH:14])[CH2:12][CH2:11][C:6]2([O:10][CH2:9][CH2:8][O:7]2)[CH2:5][CH2:4]1)[CH3:2].N1C=CC=CC=1.[C:21]1([CH3:31])[CH:26]=[CH:25][C:24]([S:27](Cl)(=[O:29])=[O:28])=[CH:23][CH:22]=1, predict the reaction product. The product is: [CH3:31][C:21]1[CH:26]=[CH:25][C:24]([S:27]([O:14][CH2:13][C:3]2([CH2:1][CH3:2])[CH2:12][CH2:11][C:6]3([O:7][CH2:8][CH2:9][O:10]3)[CH2:5][CH2:4]2)(=[O:29])=[O:28])=[CH:23][CH:22]=1. (3) Given the reactants [CH2:1]([N:5]([CH2:7][C:8]1[CH:9]=[C:10]([CH:15]=[C:16]([CH3:18])[CH:17]=1)[C:11]([O:13]C)=O)[CH3:6])[CH2:2][CH2:3][CH3:4].O.[OH-].[Li+].C(N(C(C)C)CC)(C)C.CN(C(ON1N=NC2C=CC=NC1=2)=[N+](C)C)C.F[P-](F)(F)(F)(F)F.[ClH:55].Cl.[NH2:57][C@@H:58]([CH2:73][C:74]1[CH:79]=[C:78]([F:80])[CH:77]=[C:76]([F:81])[CH:75]=1)[C@H:59]([OH:72])[CH2:60][NH:61][CH2:62][C:63]1[CH:68]=[CH:67][CH:66]=[C:65]([CH:69]([CH3:71])[CH3:70])[CH:64]=1, predict the reaction product. The product is: [ClH:55].[ClH:55].[CH2:1]([N:5]([CH2:7][C:8]1[CH:9]=[C:10]([CH:15]=[C:16]([CH3:18])[CH:17]=1)[C:11]([NH:57][C@@H:58]([CH2:73][C:74]1[CH:75]=[C:76]([F:81])[CH:77]=[C:78]([F:80])[CH:79]=1)[C@H:59]([OH:72])[CH2:60][NH:61][CH2:62][C:63]1[CH:68]=[CH:67][CH:66]=[C:65]([CH:69]([CH3:71])[CH3:70])[CH:64]=1)=[O:13])[CH3:6])[CH2:2][CH2:3][CH3:4].